This data is from Reaction yield outcomes from USPTO patents with 853,638 reactions. The task is: Predict the reaction yield, written as a fraction of the theoretical maximum amount of product (1.0 means a 100% yield; for example, 0.34 means a 34% yield). (1) The reactants are [C:1]([N:4]1[C:13]2[C:8](=[CH:9][C:10]([N:14]3[CH2:19][CH2:18][N:17]([C:20]([O:22][C:23]([CH3:26])([CH3:25])[CH3:24])=[O:21])[CH2:16][CH2:15]3)=[CH:11][CH:12]=2)[C@H:7]([NH2:27])[C@@H:6]([CH3:28])[C@@H:5]1[CH3:29])(=[O:3])[CH3:2].Br[C:31]1[CH:40]=[CH:39][C:34]([C:35]([O:37][CH3:38])=[O:36])=[CH:33][CH:32]=1.C(=O)([O-])[O-].[Cs+].[Cs+]. The catalyst is COC1CCCC1.C(Cl)Cl. The product is [C:1]([N:4]1[C:13]2[C:8](=[CH:9][C:10]([N:14]3[CH2:15][CH2:16][N:17]([C:20]([O:22][C:23]([CH3:26])([CH3:25])[CH3:24])=[O:21])[CH2:18][CH2:19]3)=[CH:11][CH:12]=2)[C@H:7]([NH:27][C:31]2[CH:40]=[CH:39][C:34]([C:35]([O:37][CH3:38])=[O:36])=[CH:33][CH:32]=2)[C@@H:6]([CH3:28])[C@@H:5]1[CH3:29])(=[O:3])[CH3:2]. The yield is 0.770. (2) The reactants are [CH3:1][C:2]1[C:7]([OH:8])=[CH:6][CH:5]=[CH:4][N:3]=1.[H-].[Na+].Br[C:12]1[CH:13]=[C:14]([N+]([O-])=O)[C:15]([C:18]#[N:19])=[N:16][CH:17]=1.[N:23]1[CH:28]=[CH:27][CH:26]=[CH:25][C:24]=1[SH:29]. The catalyst is CN(C=O)C. The product is [CH3:1][C:2]1[C:7]([O:8][C:14]2[C:15]([C:18]#[N:19])=[N:16][CH:17]=[C:12]([S:29][C:24]3[CH:25]=[CH:26][CH:27]=[CH:28][N:23]=3)[CH:13]=2)=[CH:6][CH:5]=[CH:4][N:3]=1. The yield is 0.850. (3) The reactants are [N:1]1[CH:6]=[CH:5][C:4]([CH2:7][CH2:8][CH2:9][CH2:10][N:11]2[CH2:18][CH:17]3[O:19][CH:13]([CH2:14][N:15](C(OC(C)(C)C)=O)[CH2:16]3)[CH2:12]2)=[CH:3][CH:2]=1.Cl. The catalyst is C(OC(=O)C)C. The product is [N:1]1[CH:6]=[CH:5][C:4]([CH2:7][CH2:8][CH2:9][CH2:10][N:11]2[CH2:18][CH:17]3[O:19][CH:13]([CH2:14][NH:15][CH2:16]3)[CH2:12]2)=[CH:3][CH:2]=1. The yield is 0.940.